This data is from Full USPTO retrosynthesis dataset with 1.9M reactions from patents (1976-2016). The task is: Predict the reactants needed to synthesize the given product. (1) Given the product [CH2:2]([N:6]1[CH2:10][CH2:9][C:8]2([CH2:15][CH2:14][C:13]([N:18]([CH3:19])[CH3:17])([C:20]#[N:21])[CH2:12][CH2:11]2)[CH2:7]1)[CH2:3][CH2:4][CH3:5], predict the reactants needed to synthesize it. The reactants are: Cl.[CH2:2]([N:6]1[CH2:10][CH2:9][C:8]2([CH2:15][CH2:14][C:13](=O)[CH2:12][CH2:11]2)[CH2:7]1)[CH2:3][CH2:4][CH3:5].[CH3:17][NH:18][CH3:19].[C-:20]#[N:21].[K+]. (2) Given the product [F:14][C:15]1[CH:20]=[CH:19][C:18]([C:21]2[C:30]3[C:25](=[CH:26][C:27]([S:31](=[O:32])(=[O:33])[N:34]([CH2:40][C:41]4[CH:46]=[CH:45][C:44]([O:47][CH3:48])=[CH:43][CH:42]=4)[C:35]4[S:36][CH:37]=[CH:38][N:39]=4)=[CH:28][CH:29]=3)[CH:24]=[CH:23][N:22]=2)=[C:17]([CH:16]=1)[O:49][CH2:8][C:9]([O:11][CH2:12][CH3:13])=[O:10], predict the reactants needed to synthesize it. The reactants are: C([O-])([O-])=O.[Cs+].[Cs+].Br[CH2:8][C:9]([O:11][CH2:12][CH3:13])=[O:10].[F:14][C:15]1[CH:20]=[CH:19][C:18]([C:21]2[C:30]3[C:25](=[CH:26][C:27]([S:31]([N:34]([CH2:40][C:41]4[CH:46]=[CH:45][C:44]([O:47][CH3:48])=[CH:43][CH:42]=4)[C:35]4[S:36][CH:37]=[CH:38][N:39]=4)(=[O:33])=[O:32])=[CH:28][CH:29]=3)[CH:24]=[CH:23][N:22]=2)=[C:17]([OH:49])[CH:16]=1. (3) Given the product [C:1]12([CH2:11][C:12]([NH:23][CH2:22][C:21]3[S:34][C:35]4[CH:44]=[CH:43][CH:42]=[CH:41][C:36]=4[CH:20]=3)=[O:13])[CH2:10][CH:5]3[CH2:4][CH:3]([CH2:9][CH:7]([CH2:6]3)[CH2:8]1)[CH2:2]2, predict the reactants needed to synthesize it. The reactants are: [C:1]12([CH2:11][C:12](O)=[O:13])[CH2:10][CH:5]3[CH2:6][CH:7]([CH2:9][CH:3]([CH2:4]3)[CH2:2]1)[CH2:8]2.CCN=C=N[CH2:20][CH2:21][CH2:22][N:23](C)C.Cl.C(N(CC)CC)C.[S:34]1C(NC)=C[C:36]2[CH:41]=[CH:42][CH:43]=[CH:44][C:35]1=2. (4) Given the product [OH:32][C:33]1[CH:34]=[C:35]([C:36]2[C:15]([C:16]([O:18][CH2:19][CH3:20])=[O:17])=[C:9]3[C:10]4[C:5](=[CH:4][C:3]([O:2][CH3:1])=[C:12]([O:13][CH3:14])[CH:11]=4)[CH2:6][CH2:7][N:8]3[C:24]=2[CH3:25])[CH:38]=[CH:39][C:40]=1[N+:41]([O-:43])=[O:42], predict the reactants needed to synthesize it. The reactants are: [CH3:1][O:2][C:3]1[CH:4]=[C:5]2[C:10](=[CH:11][C:12]=1[O:13][CH3:14])/[C:9](=[CH:15]\[C:16]([O:18][CH2:19][CH3:20])=[O:17])/[NH:8][CH2:7][CH2:6]2.[N+]([CH2:24][CH3:25])([O-])=O.N1CCCCC1.[OH:32][C:33]1[CH:34]=[C:35]([CH:38]=[CH:39][C:40]=1[N+:41]([O-:43])=[O:42])[CH:36]=O.